This data is from Full USPTO retrosynthesis dataset with 1.9M reactions from patents (1976-2016). The task is: Predict the reactants needed to synthesize the given product. (1) Given the product [O:26]1[C:30]2[CH:31]=[CH:32][CH:33]=[CH:34][C:29]=2[C:28]([CH2:35][CH2:36][N:21]2[CH2:22][CH:23]3[O:25][CH:19]([CH2:18][N:17]([CH2:16][CH2:15][NH:14][S:11]([C:8]4[CH:9]=[CH:10][C:5]([C:3]#[N:4])=[CH:6][CH:7]=4)(=[O:13])=[O:12])[CH2:24]3)[CH2:20]2)=[N:27]1, predict the reactants needed to synthesize it. The reactants are: Cl.Cl.[C:3]([C:5]1[CH:10]=[CH:9][C:8]([S:11]([NH:14][CH2:15][CH2:16][N:17]2[CH2:24][CH:23]3[O:25][CH:19]([CH2:20][NH:21][CH2:22]3)[CH2:18]2)(=[O:13])=[O:12])=[CH:7][CH:6]=1)#[N:4].[O:26]1[C:30]2[CH:31]=[CH:32][CH:33]=[CH:34][C:29]=2[C:28]([CH2:35][CH2:36]OS(C)(=O)=O)=[N:27]1.C(=O)([O-])[O-].[K+].[K+].C(#N)C. (2) Given the product [ClH:27].[NH:1]1[C:9]2[C:4](=[CH:5][CH:6]=[C:7]([C:10]3[N:11]=[C:12]4[CH:17]=[CH:16][C:15]([C:18]5[CH:19]=[C:20]([CH2:24][OH:25])[CH:21]=[CH:22][CH:23]=5)=[CH:14][N:13]4[CH:26]=3)[CH:8]=2)[CH:3]=[CH:2]1, predict the reactants needed to synthesize it. The reactants are: [NH:1]1[C:9]2[C:4](=[CH:5][CH:6]=[C:7]([C:10]3[N:11]=[C:12]4[CH:17]=[CH:16][C:15]([C:18]5[CH:19]=[C:20]([CH2:24][OH:25])[CH:21]=[CH:22][CH:23]=5)=[CH:14][N:13]4[CH:26]=3)[CH:8]=2)[CH:3]=[CH:2]1.[ClH:27].